This data is from Reaction yield outcomes from USPTO patents with 853,638 reactions. The task is: Predict the reaction yield, written as a fraction of the theoretical maximum amount of product (1.0 means a 100% yield; for example, 0.34 means a 34% yield). (1) The reactants are [NH2:1][CH:2]1[CH2:5][N:4]([C:6]([O:8][C:9]([CH3:12])([CH3:11])[CH3:10])=[O:7])[CH2:3]1.Br[CH2:14][C:15]([O:17][CH2:18][CH3:19])=[O:16].C(=O)([O-])[O-].[K+].[K+]. The catalyst is CC#N. The product is [CH2:18]([O:17][C:15](=[O:16])[CH2:14][NH:1][CH:2]1[CH2:3][N:4]([C:6]([O:8][C:9]([CH3:12])([CH3:11])[CH3:10])=[O:7])[CH2:5]1)[CH3:19]. The yield is 0.810. (2) The reactants are [CH2:1]([C:3]1[N:4]([C:28]2[CH:33]=[CH:32][C:31]([O:34][C:35]([CH3:39])([CH3:38])[CH2:36][OH:37])=[CH:30][CH:29]=2)[C:5](=[O:27])[C:6]([CH2:12][C:13]2[CH:18]=[CH:17][C:16]([C:19]3[C:20]([C:25]#[N:26])=[CH:21][CH:22]=[CH:23][CH:24]=3)=[CH:15][CH:14]=2)=[C:7]([CH2:9][CH2:10][CH3:11])[N:8]=1)[CH3:2].[H-].[Na+].[CH3:42]I. The catalyst is CN(C)C=O.C(OCC)(=O)C. The product is [CH2:1]([C:3]1[N:4]([C:28]2[CH:29]=[CH:30][C:31]([O:34][C:35]([CH3:39])([CH3:38])[CH2:36][O:37][CH3:42])=[CH:32][CH:33]=2)[C:5](=[O:27])[C:6]([CH2:12][C:13]2[CH:14]=[CH:15][C:16]([C:19]3[C:20]([C:25]#[N:26])=[CH:21][CH:22]=[CH:23][CH:24]=3)=[CH:17][CH:18]=2)=[C:7]([CH2:9][CH2:10][CH3:11])[N:8]=1)[CH3:2]. The yield is 0.480. (3) The reactants are [CH3:1][C@H:2]1[N:7]2[C:8]3[CH:9]=[C:10]([C:15]([F:18])([F:17])[F:16])[CH:11]=[CH:12][C:13]=3[CH2:14][C@@H:6]2[CH2:5][NH:4][CH2:3]1.[C:19](O[C:19]([O:21][C:22]([CH3:25])([CH3:24])[CH3:23])=[O:20])([O:21][C:22]([CH3:25])([CH3:24])[CH3:23])=[O:20]. The catalyst is ClCCl. The product is [C:22]([O:21][C:19]([N:4]1[CH2:3][C@@H:2]([CH3:1])[N:7]2[C:8]3[CH:9]=[C:10]([C:15]([F:16])([F:18])[F:17])[CH:11]=[CH:12][C:13]=3[CH2:14][C@@H:6]2[CH2:5]1)=[O:20])([CH3:25])([CH3:24])[CH3:23]. The yield is 0.960. (4) The reactants are [C:1]([O:4][CH2:5][C:6]1[C:11]([N:12]2[N:21]=[CH:20][C:19]3[C:14](=[C:15]([F:26])[CH:16]=[C:17]([C:22]([CH3:25])([CH3:24])[CH3:23])[CH:18]=3)[C:13]2=[O:27])=[CH:10][CH:9]=[CH:8][C:7]=1[C:28]1[CH:29]=[C:30](Br)[C:31]2[N:32]([N:34]=[CH:35][N:36]=2)[CH:33]=1)(=[O:3])[CH3:2].[NH2:38][C:39]1[N:44]=[CH:43][C:42]([C:45]([N:47]2[CH2:52][CH2:51][O:50][CH2:49][CH2:48]2)=[O:46])=[CH:41][CH:40]=1.C(=O)([O-])[O-].[Cs+].[Cs+].C1(P(C2C=CC=CC=2)C2C3OC4C(=CC=CC=4P(C4C=CC=CC=4)C4C=CC=CC=4)C(C)(C)C=3C=CC=2)C=CC=CC=1. The catalyst is C1C=CC(/C=C/C(/C=C/C2C=CC=CC=2)=O)=CC=1.C1C=CC(/C=C/C(/C=C/C2C=CC=CC=2)=O)=CC=1.C1C=CC(/C=C/C(/C=C/C2C=CC=CC=2)=O)=CC=1.[Pd].[Pd].O1CCOCC1. The product is [C:22]([C:17]1[CH:18]=[C:19]2[C:14](=[C:15]([F:26])[CH:16]=1)[C:13](=[O:27])[N:12]([C:11]1[CH:10]=[CH:9][CH:8]=[C:7]([C:28]3[CH:29]=[C:30]([NH:38][C:39]4[CH:40]=[CH:41][C:42]([C:45]([N:47]5[CH2:52][CH2:51][O:50][CH2:49][CH2:48]5)=[O:46])=[CH:43][N:44]=4)[C:31]4[N:32]([N:34]=[CH:35][N:36]=4)[CH:33]=3)[C:6]=1[CH2:5][O:4][C:1](=[O:3])[CH3:2])[N:21]=[CH:20]2)([CH3:24])([CH3:23])[CH3:25]. The yield is 0.950.